Dataset: Catalyst prediction with 721,799 reactions and 888 catalyst types from USPTO. Task: Predict which catalyst facilitates the given reaction. (1) Reactant: [C:1]1([CH:7]([C:31]2[CH:36]=[CH:35][CH:34]=[CH:33][CH:32]=2)[CH2:8][CH2:9][O:10][C:11]([C:13]2[CH:18]([C:19]3[CH:24]=[CH:23][CH:22]=[C:21]([Cl:25])[CH:20]=3)[C:17]([C:26](O)=[O:27])=[C:16]([CH3:29])[NH:15][C:14]=2[CH3:30])=[O:12])[CH:6]=[CH:5][CH:4]=[CH:3][CH:2]=1.[NH:37]1[CH2:43][CH2:42][CH2:41][NH:40][CH2:39][CH2:38]1.CCN=C=NCCCN(C)C.Cl.CN(C=O)C. Product: [C:31]1([CH:7]([C:1]2[CH:2]=[CH:3][CH:4]=[CH:5][CH:6]=2)[CH2:8][CH2:9][O:10][C:11](=[O:12])[C:13]2[C:18]([C:19]3[CH:24]=[CH:23][CH:22]=[C:21]([Cl:25])[CH:20]=3)=[C:17]([C:26]([N:37]3[CH2:43][CH2:42][CH2:41][NH:40][CH2:39][CH2:38]3)=[O:27])[C:16]([CH3:29])=[N:15][C:14]=2[CH3:30])[CH:36]=[CH:35][CH:34]=[CH:33][CH:32]=1. The catalyst class is: 4. (2) Reactant: [CH3:1][O:2][C:3]1[CH:4]=[C:5]([NH2:11])[CH:6]=[C:7]([O:9][CH3:10])[CH:8]=1.[C:12](OC(=O)C)(=[O:14])[CH3:13]. Product: [CH3:10][O:9][C:7]1[CH:6]=[C:5]([NH:11][C:12](=[O:14])[CH3:13])[CH:4]=[C:3]([O:2][CH3:1])[CH:8]=1. The catalyst class is: 11.